Task: Regression. Given a peptide amino acid sequence and an MHC pseudo amino acid sequence, predict their binding affinity value. This is MHC class II binding data.. Dataset: Peptide-MHC class II binding affinity with 134,281 pairs from IEDB (1) The peptide sequence is DPDKDVDIMVRDGQL. The MHC is HLA-DPA10201-DPB10101 with pseudo-sequence HLA-DPA10201-DPB10101. The binding affinity (normalized) is 0.188. (2) The peptide sequence is MPFVTTQPEALAAAA. The MHC is HLA-DPA10201-DPB10101 with pseudo-sequence HLA-DPA10201-DPB10101. The binding affinity (normalized) is 0.472. (3) The peptide sequence is ELQVIEKVDAAFKVA. The MHC is DRB1_0405 with pseudo-sequence DRB1_0405. The binding affinity (normalized) is 0.303. (4) The peptide sequence is YLAILVKYVDGDGDV. The MHC is DRB5_0101 with pseudo-sequence DRB5_0101. The binding affinity (normalized) is 0.307. (5) The peptide sequence is PTIIERNITEIVYLT. The MHC is DRB1_0701 with pseudo-sequence DRB1_0701. The binding affinity (normalized) is 0.513.